From a dataset of NCI-60 drug combinations with 297,098 pairs across 59 cell lines. Regression. Given two drug SMILES strings and cell line genomic features, predict the synergy score measuring deviation from expected non-interaction effect. (1) Drug 1: C1=CC(=CC=C1C#N)C(C2=CC=C(C=C2)C#N)N3C=NC=N3. Drug 2: CN(CC1=CN=C2C(=N1)C(=NC(=N2)N)N)C3=CC=C(C=C3)C(=O)NC(CCC(=O)O)C(=O)O. Cell line: RXF 393. Synergy scores: CSS=23.1, Synergy_ZIP=9.00, Synergy_Bliss=5.29, Synergy_Loewe=-12.7, Synergy_HSA=4.37. (2) Drug 1: C1=CC=C(C=C1)NC(=O)CCCCCCC(=O)NO. Drug 2: CN(C(=O)NC(C=O)C(C(C(CO)O)O)O)N=O. Cell line: SF-539. Synergy scores: CSS=8.96, Synergy_ZIP=-8.05, Synergy_Bliss=-9.25, Synergy_Loewe=-12.6, Synergy_HSA=-7.99. (3) Drug 1: CC1CCC2CC(C(=CC=CC=CC(CC(C(=O)C(C(C(=CC(C(=O)CC(OC(=O)C3CCCCN3C(=O)C(=O)C1(O2)O)C(C)CC4CCC(C(C4)OC)O)C)C)O)OC)C)C)C)OC. Drug 2: C(CN)CNCCSP(=O)(O)O. Cell line: SN12C. Synergy scores: CSS=12.8, Synergy_ZIP=0.979, Synergy_Bliss=7.57, Synergy_Loewe=2.47, Synergy_HSA=7.28. (4) Drug 1: C1=CC(=CC=C1C#N)C(C2=CC=C(C=C2)C#N)N3C=NC=N3. Drug 2: C1=CN(C=N1)CC(O)(P(=O)(O)O)P(=O)(O)O. Cell line: MDA-MB-435. Synergy scores: CSS=-0.365, Synergy_ZIP=-0.934, Synergy_Bliss=-2.83, Synergy_Loewe=0.570, Synergy_HSA=-3.71. (5) Drug 1: CN1C(=O)N2C=NC(=C2N=N1)C(=O)N. Drug 2: CC1=C(N=C(N=C1N)C(CC(=O)N)NCC(C(=O)N)N)C(=O)NC(C(C2=CN=CN2)OC3C(C(C(C(O3)CO)O)O)OC4C(C(C(C(O4)CO)O)OC(=O)N)O)C(=O)NC(C)C(C(C)C(=O)NC(C(C)O)C(=O)NCCC5=NC(=CS5)C6=NC(=CS6)C(=O)NCCC[S+](C)C)O. Cell line: SK-MEL-2. Synergy scores: CSS=41.9, Synergy_ZIP=-1.98, Synergy_Bliss=-4.96, Synergy_Loewe=-42.3, Synergy_HSA=-1.98. (6) Drug 1: CC(C1=C(C=CC(=C1Cl)F)Cl)OC2=C(N=CC(=C2)C3=CN(N=C3)C4CCNCC4)N. Drug 2: CCN(CC)CCCC(C)NC1=C2C=C(C=CC2=NC3=C1C=CC(=C3)Cl)OC. Cell line: HOP-62. Synergy scores: CSS=32.4, Synergy_ZIP=-7.05, Synergy_Bliss=-0.0501, Synergy_Loewe=-6.06, Synergy_HSA=-1.36. (7) Drug 1: C1CCN(CC1)CCOC2=CC=C(C=C2)C(=O)C3=C(SC4=C3C=CC(=C4)O)C5=CC=C(C=C5)O. Drug 2: CNC(=O)C1=CC=CC=C1SC2=CC3=C(C=C2)C(=NN3)C=CC4=CC=CC=N4. Cell line: BT-549. Synergy scores: CSS=-0.841, Synergy_ZIP=2.39, Synergy_Bliss=6.58, Synergy_Loewe=3.83, Synergy_HSA=3.15. (8) Drug 1: C1=NC(=NC(=O)N1C2C(C(C(O2)CO)O)O)N. Drug 2: C1CN(P(=O)(OC1)NCCCl)CCCl. Cell line: SR. Synergy scores: CSS=57.0, Synergy_ZIP=-0.353, Synergy_Bliss=-0.0699, Synergy_Loewe=-48.2, Synergy_HSA=-0.208. (9) Cell line: HOP-92. Synergy scores: CSS=32.0, Synergy_ZIP=-0.964, Synergy_Bliss=1.80, Synergy_Loewe=-38.9, Synergy_HSA=-0.582. Drug 1: C1CN1C2=NC(=NC(=N2)N3CC3)N4CC4. Drug 2: CC12CCC3C(C1CCC2OP(=O)(O)O)CCC4=C3C=CC(=C4)OC(=O)N(CCCl)CCCl.[Na+]. (10) Drug 1: CN(C)C1=NC(=NC(=N1)N(C)C)N(C)C. Drug 2: C(CC(=O)O)C(=O)CN.Cl. Cell line: 786-0. Synergy scores: CSS=-1.93, Synergy_ZIP=-3.23, Synergy_Bliss=-3.54, Synergy_Loewe=-14.2, Synergy_HSA=-6.04.